Dataset: Catalyst prediction with 721,799 reactions and 888 catalyst types from USPTO. Task: Predict which catalyst facilitates the given reaction. (1) Reactant: [ClH:1].[CH3:2][C:3]1[CH:8]=[CH:7][C:6]([NH:9]N)=[C:5]([C:11]([F:14])([F:13])[F:12])[CH:4]=1.Cl.O.[NH:17]1[CH2:22][CH2:21][C:20](=O)[CH2:19][CH2:18]1.Cl. Product: [ClH:1].[CH3:2][C:3]1[CH:4]=[C:5]([C:11]([F:14])([F:13])[F:12])[C:6]2[NH:9][C:20]3[CH2:21][CH2:22][NH:17][CH2:18][C:19]=3[C:7]=2[CH:8]=1. The catalyst class is: 41. (2) Reactant: CC(S([NH:7][CH:8]1[C:16]2[C:11](=[CH:12][C:13]([NH:17][C:18]3[C:26]4[C:21](=[CH:22][N:23]=[CH:24][CH:25]=4)[O:20][C:19]=3[C:27]3[N:32]=[CH:31][C:30]([N:33]4[CH2:38][CH2:37][N:36]([CH3:39])[CH2:35][CH2:34]4)=[CH:29][N:28]=3)=[CH:14][CH:15]=2)[CH2:10][CH2:9]1)=O)(C)C.Cl. Product: [CH3:39][N:36]1[CH2:35][CH2:34][N:33]([C:30]2[CH:31]=[N:32][C:27]([C:19]3[O:20][C:21]4=[CH:22][N:23]=[CH:24][CH:25]=[C:26]4[C:18]=3[NH:17][C:13]3[CH:12]=[C:11]4[C:16](=[CH:15][CH:14]=3)[CH:8]([NH2:7])[CH2:9][CH2:10]4)=[N:28][CH:29]=2)[CH2:38][CH2:37]1. The catalyst class is: 5. (3) Reactant: [Cl:1][C:2]1[CH:3]=[C:4]([C:9]2([CH3:24])[CH:18]([C:19]([O:21][CH3:22])=[O:20])[C:17](=[O:23])[C:16]3[C:11](=[CH:12][CH:13]=[CH:14][CH:15]=3)[O:10]2)[CH:5]=[CH:6][C:7]=1[Cl:8].[BH4-].[Na+]. Product: [Cl:1][C:2]1[CH:3]=[C:4]([C:9]2([CH3:24])[CH:18]([C:19]([O:21][CH3:22])=[O:20])[CH:17]([OH:23])[C:16]3[C:11](=[CH:12][CH:13]=[CH:14][CH:15]=3)[O:10]2)[CH:5]=[CH:6][C:7]=1[Cl:8]. The catalyst class is: 36. (4) Reactant: [Br:1][C:2]1[CH:3]=[CH:4][C:5]([F:21])=[C:6]([C@:8]([NH:14][S@](C(C)(C)C)=O)([CH3:13])[C:9]([OH:12])([CH3:11])[CH3:10])[CH:7]=1.Cl. Product: [NH2:14][C@@:8]([C:6]1[CH:7]=[C:2]([Br:1])[CH:3]=[CH:4][C:5]=1[F:21])([CH3:13])[C:9]([CH3:10])([OH:12])[CH3:11]. The catalyst class is: 7. (5) Reactant: [CH3:1][Mg]Br.[Cl:4][C:5]1[CH:10]=[CH:9][C:8]([C@H:11]2[N:18]3[C:14]([S:15][C:16]([C:22](N(OC)C)=[O:23])=[C:17]3[CH:19]([CH3:21])[CH3:20])=[N:13][C@:12]2([C:29]2[CH:34]=[CH:33][C:32]([Cl:35])=[CH:31][CH:30]=2)[CH3:28])=[CH:7][CH:6]=1.[Cl-].[NH4+]. Product: [Cl:4][C:5]1[CH:6]=[CH:7][C:8]([C@H:11]2[N:18]3[C:14]([S:15][C:16]([C:22](=[O:23])[CH3:1])=[C:17]3[CH:19]([CH3:20])[CH3:21])=[N:13][C@:12]2([C:29]2[CH:30]=[CH:31][C:32]([Cl:35])=[CH:33][CH:34]=2)[CH3:28])=[CH:9][CH:10]=1. The catalyst class is: 7. (6) Reactant: [Cl:1][C:2]1[CH:7]=[C:6]([OH:8])[CH:5]=[CH:4][C:3]=1[C:9]1[CH:14]=[CH:13][C:12]([F:15])=[CH:11][CH:10]=1.S(=O)(=O)(O)O.[I:21]N1C(=O)CCC1=O. The catalyst class is: 411. Product: [Cl:1][C:2]1[CH:7]=[C:6]([OH:8])[C:5]([I:21])=[CH:4][C:3]=1[C:9]1[CH:14]=[CH:13][C:12]([F:15])=[CH:11][CH:10]=1. (7) Reactant: [C:1]([C:5]1[CH:6]=[C:7]([NH:30][S:31]([CH3:34])(=[O:33])=[O:32])[C:8]([O:28][CH3:29])=[C:9]([NH:11][C:12](=[O:27])[NH:13][C:14]2[C:23]3[C:18](=[CH:19][CH:20]=[CH:21][CH:22]=3)[C:17]([C:24](O)=[O:25])=[CH:16][CH:15]=2)[CH:10]=1)([CH3:4])([CH3:3])[CH3:2].CN(C(ON1N=NC2C=CC=CC1=2)=[N+](C)C)C.[B-](F)(F)(F)F.C(N(CC)CC)C.[CH3:64][O:65][C:66](=[O:74])[CH2:67][CH:68]1[O:73][CH2:72][CH2:71][NH:70][CH2:69]1. Product: [CH3:64][O:65][C:66](=[O:74])[CH2:67][CH:68]1[O:73][CH2:72][CH2:71][N:70]([C:24]([C:17]2[C:18]3[C:23](=[CH:22][CH:21]=[CH:20][CH:19]=3)[C:14]([NH:13][C:12]([NH:11][C:9]3[CH:10]=[C:5]([C:1]([CH3:4])([CH3:3])[CH3:2])[CH:6]=[C:7]([NH:30][S:31]([CH3:34])(=[O:33])=[O:32])[C:8]=3[O:28][CH3:29])=[O:27])=[CH:15][CH:16]=2)=[O:25])[CH2:69]1. The catalyst class is: 3. (8) Reactant: [Cl-].[Li+].[CH3:3][N:4]1[CH:8]=[CH:7][C:6]([CH:9]=O)=[N:5]1.[C:11]([C:14]1[CH:31]=[CH:30][C:17]2[CH2:18][CH2:19][N:20]([C:23]([O:25][C:26]([CH3:29])([CH3:28])[CH3:27])=[O:24])[CH2:21][CH2:22][C:16]=2[CH:15]=1)(=[O:13])[CH3:12].C1CCN2C(=NCCC2)CC1. Product: [CH3:3][N:4]1[CH:8]=[CH:7][C:6](/[CH:9]=[CH:12]/[C:11]([C:14]2[CH:31]=[CH:30][C:17]3[CH2:18][CH2:19][N:20]([C:23]([O:25][C:26]([CH3:28])([CH3:27])[CH3:29])=[O:24])[CH2:21][CH2:22][C:16]=3[CH:15]=2)=[O:13])=[N:5]1. The catalyst class is: 10.